Task: Predict which catalyst facilitates the given reaction.. Dataset: Catalyst prediction with 721,799 reactions and 888 catalyst types from USPTO (1) Reactant: C([Mg]Cl)(C)C.[Cl-].[Li+].[S:8]1[CH:12]=[CH:11][N:10]=[CH:9]1.[O:13]=[C:14]1[CH2:19][CH2:18][CH:17]([C:20]([O:22][C:23]([CH3:26])([CH3:25])[CH3:24])=[O:21])[CH2:16][CH2:15]1. Product: [OH:13][C:14]1([C:9]2[S:8][CH:12]=[CH:11][N:10]=2)[CH2:15][CH2:16][CH:17]([C:20]([O:22][C:23]([CH3:26])([CH3:25])[CH3:24])=[O:21])[CH2:18][CH2:19]1. The catalyst class is: 1. (2) Reactant: [CH3:1][C:2]1[N:3]=[C:4]([N:8]2[CH2:13][CH2:12][O:11][CH2:10][CH2:9]2)[S:5][C:6]=1[CH3:7].[Cl:14]N1C(=O)CCC1=O. Product: [Cl:14][CH2:1][C:2]1[N:3]=[C:4]([N:8]2[CH2:9][CH2:10][O:11][CH2:12][CH2:13]2)[S:5][C:6]=1[CH3:7]. The catalyst class is: 10. (3) Reactant: [CH3:1][C@@H:2]1[NH:7][CH2:6][CH2:5][N:4]([CH2:8][C:9]2[CH:14]=[CH:13][C:12]([N:15]3[CH2:20][CH2:19][O:18][CH2:17][CH2:16]3)=[CH:11][C:10]=2[C:21]([F:24])([F:23])[F:22])[CH2:3]1.[C:25](=O)([O:34]N1C(=O)CCC1=O)[O:26][N:27]1[C:31](=[O:32])[CH2:30][CH2:29][C:28]1=[O:33].C(N(CC)CC)C. Product: [CH3:1][C@H:2]1[CH2:3][N:4]([CH2:8][C:9]2[CH:14]=[CH:13][C:12]([N:15]3[CH2:20][CH2:19][O:18][CH2:17][CH2:16]3)=[CH:11][C:10]=2[C:21]([F:24])([F:22])[F:23])[CH2:5][CH2:6][N:7]1[C:25]([O:26][N:27]1[C:31](=[O:32])[CH2:30][CH2:29][C:28]1=[O:33])=[O:34]. The catalyst class is: 23. (4) Reactant: [CH3:1][O:2][CH2:3][CH2:4][CH2:5][N:6]1[CH:10]=[CH:9][N:8]=[N:7]1.CN([CH:14]=[O:15])C.[BH4-].[Na+].O. The catalyst class is: 1. Product: [CH3:1][O:2][CH2:3][CH2:4][CH2:5][N:6]1[C:10]([CH2:14][OH:15])=[CH:9][N:8]=[N:7]1. (5) Reactant: [F:1][C:2]([F:24])([F:23])[C:3]1[S:7][C:6]([NH:8][C@@H:9]2[CH2:14][C@@H:13]3[N:15](C(OC(C)(C)C)=O)[C@H:10]2[CH2:11][CH2:12]3)=[N:5][N:4]=1.Cl. Product: [C@H:10]12[NH:15][C@H:13]([CH2:12][CH2:11]1)[CH2:14][C@H:9]2[NH:8][C:6]1[S:7][C:3]([C:2]([F:24])([F:23])[F:1])=[N:4][N:5]=1. The catalyst class is: 135. (6) Reactant: [NH2:1][C:2]1[CH:7]=[C:6]([CH2:8][N:9]2[C:13]([CH3:15])([CH3:14])[C:12](=[O:16])[N:11]([C:17]3[CH:22]=[CH:21][C:20]([S:23][C:24]([F:27])([F:26])[F:25])=[CH:19][CH:18]=3)[C:10]2=[O:28])[CH:5]=[CH:4][N:3]=1.Br[C:30]1[CH:31]=[C:32]([F:36])[CH:33]=[N:34][CH:35]=1.CC1(C)C2C=CC=C(P(C3C=CC=CC=3)C3C=CC=CC=3)C=2OC2C1=CC=CC=2P(C1C=CC=CC=1)C1C=CC=CC=1.C(=O)([O-])[O-].[Cs+].[Cs+]. Product: [F:36][C:32]1[CH:31]=[C:30]([NH:1][C:2]2[CH:7]=[C:6]([CH2:8][N:9]3[C:13]([CH3:15])([CH3:14])[C:12](=[O:16])[N:11]([C:17]4[CH:22]=[CH:21][C:20]([S:23][C:24]([F:27])([F:26])[F:25])=[CH:19][CH:18]=4)[C:10]3=[O:28])[CH:5]=[CH:4][N:3]=2)[CH:35]=[N:34][CH:33]=1. The catalyst class is: 160. (7) Reactant: [N:1]1[CH:6]=[CH:5][CH:4]=[C:3]([CH:7]=O)[CH:2]=1.[C:9]([O:16][C:17]([CH3:20])([CH3:19])[CH3:18])(=[O:15])[CH2:10][C:11]([O:13][CH3:14])=[O:12].N1CCCCC1.C(O)(=O)C1C=CC=CC=1. Product: [CH3:14][O:13][C:11](=[O:12])[C:10](=[CH:7][C:3]1[CH:2]=[N:1][CH:6]=[CH:5][CH:4]=1)[C:9]([O:16][C:17]([CH3:19])([CH3:18])[CH3:20])=[O:15]. The catalyst class is: 638. (8) The catalyst class is: 1. Reactant: C[O:2][C:3](=[O:31])[CH2:4][O:5][C:6]1[CH:15]=[CH:14][C:13]2[C:8](=[CH:9][CH:10]=[C:11]([C:16]3[NH:17][C:18]4[C:23]([C:24]=3[CH2:25][CH2:26][CH2:27][CH2:28][CH3:29])=[CH:22][CH:21]=[CH:20][CH:19]=4)[CH:12]=2)[C:7]=1[Br:30].[CH3:32]C([O-])(C)C.[K+].[H-].[Na+]. Product: [Br:30][C:7]1[C:8]2[C:13](=[CH:12][C:11]([C:16]3[N:17]([CH3:32])[C:18]4[C:23]([C:24]=3[CH2:25][CH2:26][CH2:27][CH2:28][CH3:29])=[CH:22][CH:21]=[CH:20][CH:19]=4)=[CH:10][CH:9]=2)[CH:14]=[CH:15][C:6]=1[O:5][CH2:4][C:3]([OH:2])=[O:31]. (9) Reactant: [NH2:1][C:2]1[C:6]([C:7]#[N:8])=[CH:5][N:4]([CH3:9])[N:3]=1.[OH:10]S(O)(=O)=O.[NH4+].[OH-]. Product: [NH2:1][C:2]1[C:6]([C:7]([NH2:8])=[O:10])=[CH:5][N:4]([CH3:9])[N:3]=1. The catalyst class is: 6.